Dataset: Reaction yield outcomes from USPTO patents with 853,638 reactions. Task: Predict the reaction yield, written as a fraction of the theoretical maximum amount of product (1.0 means a 100% yield; for example, 0.34 means a 34% yield). (1) The reactants are C(=O)([O-])[O-].[Na+].[Na+].[F:7][C:8]1[CH:13]=[C:12](B(O)O)[CH:11]=[CH:10][N:9]=1.Br[C:18]1[CH:23]=[CH:22][N:21]=[C:20]([NH:24][CH:25]2[CH2:30][CH2:29][O:28][CH2:27][CH2:26]2)[CH:19]=1.O1CCOCC1.O. The catalyst is O.C1C=CC(P(C2C=CC=CC=2)[C-]2C=CC=C2)=CC=1.C1C=CC(P(C2C=CC=CC=2)[C-]2C=CC=C2)=CC=1.Cl[Pd]Cl.[Fe+2]. The product is [F:7][C:8]1[CH:13]=[C:12]([C:18]2[CH:23]=[CH:22][N:21]=[C:20]([NH:24][CH:25]3[CH2:30][CH2:29][O:28][CH2:27][CH2:26]3)[CH:19]=2)[CH:11]=[CH:10][N:9]=1. The yield is 0.753. (2) The reactants are [CH2:1]1[C:9]2[C:4](=[CH:5][CH:6]=[CH:7][CH:8]=2)[CH2:3][C:2]1=O.[CH2:11]([NH2:14])[C:12]#[CH:13]. No catalyst specified. The product is [N:14]1[CH:11]=[CH:12][CH:13]=[C:1]2[C:9]3[CH:8]=[CH:7][CH:6]=[CH:5][C:4]=3[CH2:3][C:2]=12. The yield is 0.560. (3) The reactants are [H-].[Na+].[NH2:3][C:4]1[N:5]=[N:6][CH:7]=[CH:8][CH:9]=1.[N+](C1C=CC([O:19][C:20]([N:22]2[CH2:25][CH:24]([O:26][C:27]3[CH:32]=[CH:31][C:30]([I:33])=[CH:29][N:28]=3)[CH2:23]2)=O)=CC=1)([O-])=O.C(=O)(O)[O-].[Na+]. The catalyst is CN(C=O)C. The product is [N:6]1[CH:7]=[CH:8][CH:9]=[C:4]([NH:3][C:20]([N:22]2[CH2:23][CH:24]([O:26][C:27]3[CH:32]=[CH:31][C:30]([I:33])=[CH:29][N:28]=3)[CH2:25]2)=[O:19])[N:5]=1. The yield is 0.720. (4) The reactants are [F:1][C:2]([F:11])([F:10])[C:3]1[CH:8]=[N:7][NH:6][C:5](=O)[CH:4]=1.O=P(Cl)(Cl)[Cl:14]. The catalyst is O1CCOCC1. The product is [Cl:14][C:5]1[N:6]=[N:7][CH:8]=[C:3]([C:2]([F:11])([F:10])[F:1])[CH:4]=1. The yield is 0.140. (5) The reactants are Br[C:2]1[CH:7]=[CH:6][C:5](/[CH:8]=[C:9](\Cl)/[C:10]2[CH:15]=[CH:14][C:13]([CH2:16][CH3:17])=[CH:12][CH:11]=2)=[CH:4][CH:3]=1.[OH-].[K+].[O:21]1CCOC[CH2:22]1. The catalyst is CO. The product is [CH2:16]([C:13]1[CH:14]=[CH:15][C:10]([C:9]#[C:8][C:5]2[CH:6]=[CH:7][C:2]([CH:22]=[O:21])=[CH:3][CH:4]=2)=[CH:11][CH:12]=1)[CH3:17]. The yield is 0.990. (6) The reactants are [Br:1][C:2]1[C:3](F)=[C:4]2[C:10]([NH:11][C:12](=[O:20])[CH2:13][C:14]3[CH:19]=[CH:18][CH:17]=[CH:16][CH:15]=3)=[CH:9][NH:8][C:5]2=[N:6][CH:7]=1.[NH:22]1[CH2:27][CH2:26][CH2:25][C@@H:24]([NH:28][C:29](=[O:35])[O:30][C:31]([CH3:34])([CH3:33])[CH3:32])[CH2:23]1. The catalyst is C(O)(CC)C. The product is [Br:1][C:2]1[C:3]([N:22]2[CH2:27][CH2:26][CH2:25][C@@H:24]([NH:28][C:29](=[O:35])[O:30][C:31]([CH3:33])([CH3:32])[CH3:34])[CH2:23]2)=[C:4]2[C:10]([NH:11][C:12](=[O:20])[CH2:13][C:14]3[CH:19]=[CH:18][CH:17]=[CH:16][CH:15]=3)=[CH:9][NH:8][C:5]2=[N:6][CH:7]=1. The yield is 0.700. (7) The reactants are [C:1](/[C:3](=[CH:9]/[C:10]1[CH:15]=[CH:14][C:13]([C:16]2[N:20]=[CH:19][N:18]([C:21]3[CH:26]=[CH:25][C:24]([O:27][C:28]([F:31])([F:30])[F:29])=[CH:23][CH:22]=3)[N:17]=2)=[CH:12][CH:11]=1)/[C:4]([O:6]CC)=[O:5])#[N:2].[OH-].[Li+]. The catalyst is O1CCCC1.CO.O. The product is [C:1](/[C:3](=[CH:9]/[C:10]1[CH:11]=[CH:12][C:13]([C:16]2[N:20]=[CH:19][N:18]([C:21]3[CH:26]=[CH:25][C:24]([O:27][C:28]([F:29])([F:30])[F:31])=[CH:23][CH:22]=3)[N:17]=2)=[CH:14][CH:15]=1)/[C:4]([OH:6])=[O:5])#[N:2]. The yield is 0.820.